Task: Regression. Given a peptide amino acid sequence and an MHC pseudo amino acid sequence, predict their binding affinity value. This is MHC class I binding data.. Dataset: Peptide-MHC class I binding affinity with 185,985 pairs from IEDB/IMGT (1) The peptide sequence is KRIRLKHIF. The MHC is HLA-B57:01 with pseudo-sequence HLA-B57:01. The binding affinity (normalized) is 0.0847. (2) The peptide sequence is YIACRTSIV. The MHC is HLA-A02:03 with pseudo-sequence HLA-A02:03. The binding affinity (normalized) is 0.993. (3) The peptide sequence is MAQVHQGLM. The MHC is HLA-A02:01 with pseudo-sequence HLA-A02:01. The binding affinity (normalized) is 0.0918. (4) The peptide sequence is SSWNSAHEK. The binding affinity (normalized) is 0.0847. The MHC is HLA-A80:01 with pseudo-sequence HLA-A80:01. (5) The peptide sequence is EPSGSDIAG. The MHC is Mamu-A2201 with pseudo-sequence Mamu-A2201. The binding affinity (normalized) is 0.0772. (6) The peptide sequence is VTDKTAYIGT. The MHC is HLA-A02:03 with pseudo-sequence HLA-A02:03. The binding affinity (normalized) is 0.233.